Dataset: Full USPTO retrosynthesis dataset with 1.9M reactions from patents (1976-2016). Task: Predict the reactants needed to synthesize the given product. Given the product [Cl:11][C:10]1[CH:9]=[CH:8][N:7]=[C:6]2[C:2]([C:16]3[CH:17]=[CH:18][C:13]([F:12])=[CH:14][C:15]=3[C:22]([F:23])([F:25])[F:24])=[CH:3][S:4][C:5]=12, predict the reactants needed to synthesize it. The reactants are: Br[C:2]1[C:6]2=[N:7][CH:8]=[CH:9][C:10]([Cl:11])=[C:5]2[S:4][CH:3]=1.[F:12][C:13]1[CH:18]=[CH:17][C:16](B(O)O)=[C:15]([C:22]([F:25])([F:24])[F:23])[CH:14]=1.O1CCOCC1.[O-]P([O-])([O-])=O.[K+].[K+].[K+].